From a dataset of Tyrosyl-DNA phosphodiesterase HTS with 341,365 compounds. Binary Classification. Given a drug SMILES string, predict its activity (active/inactive) in a high-throughput screening assay against a specified biological target. The compound is Clc1c(NC(=O)Cn2c3c(c(=O)n(CCCC(=O)NCc4c(OC)cccc4)c2=O)cccc3)ccc(c1)C. The result is 0 (inactive).